Dataset: Forward reaction prediction with 1.9M reactions from USPTO patents (1976-2016). Task: Predict the product of the given reaction. (1) Given the reactants Cl[C:2]1[CH:3]=[C:4]([NH:9][C:10]2[CH:15]=[CH:14][C:13]([N:16]3[CH2:21][CH2:20][N:19]([CH:22]4[CH2:25][O:24][CH2:23]4)[CH2:18][C@@H:17]3[CH3:26])=[CH:12][N:11]=2)[C:5](=[O:8])[NH:6][N:7]=1.[C:27]([O:30][CH2:31][C:32]1[C:33]([N:47]2[CH2:58][CH2:57][N:56]3[C:49](=[CH:50][C:51]4[CH2:52][C:53]([CH3:60])([CH3:59])[CH2:54][C:55]=43)[C:48]2=[O:61])=[N:34][CH:35]=[CH:36][C:37]=1B1OC(C)(C)C(C)(C)O1)(=[O:29])[CH3:28].[O-]P([O-])([O-])=O.[K+].[K+].[K+].C([O-])(=O)C.[Na+], predict the reaction product. The product is: [C:27]([O:30][CH2:31][C:32]1[C:33]([N:47]2[CH2:58][CH2:57][N:56]3[C:49](=[CH:50][C:51]4[CH2:52][C:53]([CH3:60])([CH3:59])[CH2:54][C:55]=43)[C:48]2=[O:61])=[N:34][CH:35]=[CH:36][C:37]=1[C:2]1[CH:3]=[C:4]([NH:9][C:10]2[CH:15]=[CH:14][C:13]([N:16]3[CH2:21][CH2:20][N:19]([CH:22]4[CH2:25][O:24][CH2:23]4)[CH2:18][C@@H:17]3[CH3:26])=[CH:12][N:11]=2)[C:5](=[O:8])[NH:6][N:7]=1)(=[O:29])[CH3:28]. (2) Given the reactants [OH:1][C:2]1[CH:3]=[C:4]([CH:9]=[CH:10][CH:11]=1)[C:5]([O:7][CH3:8])=[O:6].[CH:12]1([CH:15](O)[CH3:16])[CH2:14][CH2:13]1.C1(P(C2C=CC=CC=2)C2C=CC=CC=2)C=CC=CC=1.CC(OC(/N=N/C(OC(C)C)=O)=O)C, predict the reaction product. The product is: [CH:12]1([CH:15]([O:1][C:2]2[CH:3]=[C:4]([CH:9]=[CH:10][CH:11]=2)[C:5]([O:7][CH3:8])=[O:6])[CH3:16])[CH2:14][CH2:13]1. (3) Given the reactants [C:1]([NH:4][C@H:5]([C:10]([NH:12][C@@H:13]1[CH:21]2[C:22](=[O:36])[CH2:23][C@H:24]([C:26]([O:28]CC3C=CC=CC=3)=[O:27])[CH2:25][N:19]3[C:20]2=[C:16]([CH:17]=[CH:18]3)[CH2:15][CH2:14]1)=[O:11])[C@H:6]([CH2:8][CH3:9])[CH3:7])(=[O:3])[CH3:2], predict the reaction product. The product is: [C:1]([NH:4][C@H:5]([C:10]([NH:12][C@@H:13]1[CH:21]2[C:22](=[O:36])[CH2:23][C@H:24]([C:26]([OH:28])=[O:27])[CH2:25][N:19]3[C:20]2=[C:16]([CH:17]=[CH:18]3)[CH2:15][CH2:14]1)=[O:11])[C@H:6]([CH2:8][CH3:9])[CH3:7])(=[O:3])[CH3:2]. (4) The product is: [F:11][C:5]1[CH:6]=[CH:7][CH:8]=[C:9]([F:10])[C:4]=1[C:2](=[O:3])[CH:1]=[O:15]. Given the reactants [CH3:1][C:2]([C:4]1[C:9]([F:10])=[CH:8][CH:7]=[CH:6][C:5]=1[F:11])=[O:3].BrBr.S([O-])([O-])(=O)=[O:15].[Na+].[Na+].C(=O)([O-])O.[Na+], predict the reaction product. (5) Given the reactants [NH2:1][C:2]1[CH:11]=[CH:10][C:9]([CH:12]2[CH2:16][CH2:15][CH2:14][CH2:13]2)=[CH:8][C:3]=1[C:4]([O:6][CH3:7])=[O:5].[CH2:17]([N:24]1[C:32]2[C:27](=[CH:28][C:29](Br)=[CH:30][CH:31]=2)[CH:26]=[CH:25]1)[C:18]1[CH:23]=[CH:22][CH:21]=[CH:20][CH:19]=1.C(=O)([O-])[O-].[Cs+].[Cs+].C1(C)C=CC=CC=1, predict the reaction product. The product is: [CH2:17]([N:24]1[C:32]2[C:27](=[CH:28][C:29]([NH:1][C:2]3[CH:11]=[CH:10][C:9]([CH:12]4[CH2:16][CH2:15][CH2:14][CH2:13]4)=[CH:8][C:3]=3[C:4]([O:6][CH3:7])=[O:5])=[CH:30][CH:31]=2)[CH:26]=[CH:25]1)[C:18]1[CH:23]=[CH:22][CH:21]=[CH:20][CH:19]=1. (6) Given the reactants [OH:1][CH:2]1[CH2:7][CH2:6][N:5]([C:8](=[O:10])[CH3:9])[CH2:4][CH2:3]1.[Br:11][C:12]1[CH:13]=[C:14](O)[CH:15]=[N:16][CH:17]=1.C1C=CC(P(C2C=CC=CC=2)C2C=CC=CC=2)=CC=1.CC(OC(/N=N/C(OC(C)C)=O)=O)C, predict the reaction product. The product is: [Br:11][C:12]1[CH:13]=[C:14]([O:1][CH:2]2[CH2:7][CH2:6][N:5]([C:8](=[O:10])[CH3:9])[CH2:4][CH2:3]2)[CH:15]=[N:16][CH:17]=1. (7) Given the reactants [OH:1][CH2:2][C:3]([NH:6][C:7](=[O:11])[CH2:8][CH2:9][CH3:10])([CH3:5])[CH3:4].[N+:12]([C:15]1[CH:22]=[CH:21][CH:20]=[C:19]([N+]([O-])=O)[C:16]=1[C:17]#[N:18])([O-:14])=[O:13], predict the reaction product. The product is: [C:17]([C:16]1[C:15]([N+:12]([O-:14])=[O:13])=[CH:22][CH:21]=[CH:20][C:19]=1[O:1][CH2:2][C:3]([NH:6][C:7](=[O:11])[CH2:8][CH2:9][CH3:10])([CH3:5])[CH3:4])#[N:18]. (8) Given the reactants [F:1][C:2]1[CH:30]=[C:29]([N+:31]([O-])=O)[CH:28]=[CH:27][C:3]=1[O:4][C:5]1[CH:10]=[CH:9][N:8]=[CH:7][C:6]=1[C:11]#[C:12][CH2:13][N:14]1[CH2:17][CH:16]([CH2:18][NH:19][C:20](=[O:26])[O:21][C:22]([CH3:25])([CH3:24])[CH3:23])[CH2:15]1.[NH4+].[Cl-], predict the reaction product. The product is: [NH2:31][C:29]1[CH:28]=[CH:27][C:3]([O:4][C:5]2[CH:10]=[CH:9][N:8]=[CH:7][C:6]=2[C:11]#[C:12][CH2:13][N:14]2[CH2:15][CH:16]([CH2:18][NH:19][C:20](=[O:26])[O:21][C:22]([CH3:25])([CH3:24])[CH3:23])[CH2:17]2)=[C:2]([F:1])[CH:30]=1. (9) Given the reactants [C:1]([O:5][C:6]([NH:8][CH:9]([C:13]1[CH:18]=[CH:17][C:16]([O:19][C:20]([F:23])([F:22])[F:21])=[C:15]([F:24])[CH:14]=1)[C:10]([OH:12])=[O:11])=[O:7])([CH3:4])([CH3:3])[CH3:2].CI.[C:27](=O)([O-])[O-].[K+].[K+].O, predict the reaction product. The product is: [C:1]([O:5][C:6]([NH:8][CH:9]([C:13]1[CH:18]=[CH:17][C:16]([O:19][C:20]([F:21])([F:22])[F:23])=[C:15]([F:24])[CH:14]=1)[C:10]([O:12][CH3:27])=[O:11])=[O:7])([CH3:4])([CH3:2])[CH3:3].